Dataset: Peptide-MHC class I binding affinity with 185,985 pairs from IEDB/IMGT. Task: Regression. Given a peptide amino acid sequence and an MHC pseudo amino acid sequence, predict their binding affinity value. This is MHC class I binding data. The peptide sequence is NIPELKHGL. The MHC is HLA-A02:06 with pseudo-sequence HLA-A02:06. The binding affinity (normalized) is 0.360.